This data is from Reaction yield outcomes from USPTO patents with 853,638 reactions. The task is: Predict the reaction yield, written as a fraction of the theoretical maximum amount of product (1.0 means a 100% yield; for example, 0.34 means a 34% yield). (1) The reactants are [Cl:1][C:2]1[CH:7]=[C:6]([Cl:8])[CH:5]=[CH:4][C:3]=1[C:9]1[N:10]=[C:11]([C@@H:14]([NH:23][C:24]([C@H:26]2[CH2:31][CH2:30][C@H:29]([CH2:32][CH3:33])[CH2:28][CH2:27]2)=[O:25])[CH2:15][C:16]2[CH:21]=[CH:20][C:19]([OH:22])=[CH:18][CH:17]=2)[NH:12][CH:13]=1.[CH2:34](Br)[C:35]#[CH:36]. The catalyst is CCOCC. The product is [Cl:1][C:2]1[CH:7]=[C:6]([Cl:8])[CH:5]=[CH:4][C:3]=1[C:9]1[N:10]=[C:11]([C@@H:14]([NH:23][C:24]([C@H:26]2[CH2:27][CH2:28][C@H:29]([CH2:32][CH3:33])[CH2:30][CH2:31]2)=[O:25])[CH2:15][C:16]2[CH:21]=[CH:20][C:19]([OH:22])=[CH:18][CH:17]=2)[N:12]([CH2:36][C:35]#[CH:34])[CH:13]=1. The yield is 0.600. (2) The reactants are [Br:1][C:2]1[CH:9]=[C:8]([F:10])[C:5]([CH:6]=O)=[C:4]([F:11])[CH:3]=1.C(O[BH-](OC(=O)C)OC(=O)C)(=O)C.[Na+].[CH2:26]([NH:28][CH2:29][CH3:30])[CH3:27]. No catalyst specified. The product is [Br:1][C:2]1[CH:9]=[C:8]([F:10])[C:5]([CH2:6][N:28]([CH2:29][CH3:30])[CH2:26][CH3:27])=[C:4]([F:11])[CH:3]=1. The yield is 0.860. (3) The reactants are [CH:1]1N=C[N:3]([C:6]([N:8]2C=N[CH:10]=[CH:9]2)=[O:7])[CH:2]=1.[C:13]([C:17]1[CH:18]=[CH:19][C:20]([C:24]2[CH:28]=[C:27]([CH3:29])[NH:26][C:25]=2[CH3:30])=C(C=1)N)([CH3:16])([CH3:15])[CH3:14].[CH3:31][NH:32][C:33]([C:35]1[CH:40]=[C:39]([O:41][C:42]2[CH:48]=CC(N)=[CH:44][CH:43]=2)[CH:38]=[CH:37][N:36]=1)=[O:34]. The catalyst is C(Cl)Cl.CCOC(C)=O. The product is [C:13]([C:17]1[CH:18]=[CH:19][C:20]([C:24]2[CH:28]=[C:27]([CH3:29])[NH:26][C:25]=2[CH3:30])=[C:9]([NH:8][C:6]([NH:3][C:2]2[CH:1]=[CH:48][C:42]([O:41][C:39]3[CH:38]=[CH:37][N:36]=[C:35]([C:33](=[O:34])[NH:32][CH3:31])[CH:40]=3)=[CH:43][CH:44]=2)=[O:7])[CH:10]=1)([CH3:14])([CH3:15])[CH3:16]. The yield is 0.240. (4) The reactants are [F:1][C:2]1[C:3]([NH:12][C:13]2[CH:18]=[CH:17][C:16]([I:19])=[CH:15][C:14]=2[F:20])=[C:4]([CH:8]=[CH:9][C:10]=1[F:11])[C:5]([OH:7])=O.C1CN([P+](ON2N=NC3C=CC=CC2=3)(N2CCCC2)N2CCCC2)CC1.F[P-](F)(F)(F)(F)F.Cl.[NH:55]1[CH2:58][CH:57]([OH:59])[CH2:56]1.CCN(C(C)C)C(C)C. The catalyst is CN(C=O)C. The product is [F:1][C:2]1[C:3]([NH:12][C:13]2[CH:18]=[CH:17][C:16]([I:19])=[CH:15][C:14]=2[F:20])=[C:4]([C:5]([N:55]2[CH2:58][CH:57]([OH:59])[CH2:56]2)=[O:7])[CH:8]=[CH:9][C:10]=1[F:11]. The yield is 0.870. (5) The reactants are [CH2:1]([O:3][C:4]([C:6]1[NH:14][C:13]2[C:12]([F:15])=[CH:11][N:10]=[CH:9][C:8]=2[C:7]=1[NH:16][C:17]1[CH:22]=[CH:21][C:20]([Si](C)(C)C)=[CH:19][C:18]=1[F:27])=[O:5])[CH3:2].[I:28]Cl. The catalyst is C(Cl)Cl. The product is [CH2:1]([O:3][C:4]([C:6]1[NH:14][C:13]2[C:12]([F:15])=[CH:11][N:10]=[CH:9][C:8]=2[C:7]=1[NH:16][C:17]1[CH:22]=[CH:21][C:20]([I:28])=[CH:19][C:18]=1[F:27])=[O:5])[CH3:2]. The yield is 0.380. (6) The reactants are [NH2:6][CH2:10][CH2:9][CH2:8][Si:7]([CH3:12])([CH3:11])[N:6]1[CH2:10][CH2:9][CH2:8][Si:7]1([CH3:12])[CH3:11].[OH2:15]. The catalyst is C1COCC1. The product is [NH2:6][CH2:10][CH2:9][CH2:12][Si:7]([CH2:8][CH2:9][CH2:10][NH2:6])([CH3:11])[O:15][Si:7]([CH3:12])([CH3:11])[CH3:8]. The yield is 0.950. (7) The reactants are [C:1]([C:3]1[C:4]([N:10]=[CH:11][N:12](C)C)=[N:5][C:6]([CH3:9])=[CH:7][CH:8]=1)#[N:2].N[C:16]1[CH:21]=[C:20]([CH3:22])[CH:19]=[CH:18][C:17]=1[S:23][C:24]1[CH:29]=[CH:28][C:27]([OH:30])=[CH:26][CH:25]=1.CO. The catalyst is C(O)(=O)C. The product is [CH3:22][C:20]1[CH:19]=[CH:18][C:17]([S:23][C:24]2[CH:29]=[CH:28][C:27]([OH:30])=[CH:26][CH:25]=2)=[C:16]([NH:2][C:1]2[C:3]3[CH:8]=[CH:7][C:6]([CH3:9])=[N:5][C:4]=3[N:10]=[CH:11][N:12]=2)[CH:21]=1. The yield is 0.560. (8) The reactants are [NH2:1][C@@H:2]([CH3:5])[CH2:3][OH:4].Br[CH2:7][CH2:8][CH2:9][CH2:10]Br.C(=O)([O-])[O-].[K+].[K+]. The catalyst is C(#N)C. The product is [N:1]1([C@@H:2]([CH3:5])[CH2:3][OH:4])[CH2:10][CH2:9][CH2:8][CH2:7]1. The yield is 0.650. (9) The reactants are [NH2:1][C:2]1[CH:7]=[C:6](OC)[CH:5]=[CH:4][C:3]=1[C:10]([C:12]1[CH:17]=[CH:16][CH:15]=[CH:14][C:13]=1[F:18])=[O:11].[C:19]1(C)C=CC=C(N)C=1.FC1C=CC=CC=1C#N. No catalyst specified. The product is [NH2:1][C:2]1[CH:7]=[C:6]([CH3:19])[CH:5]=[CH:4][C:3]=1[C:10]([C:12]1[CH:17]=[CH:16][CH:15]=[CH:14][C:13]=1[F:18])=[O:11]. The yield is 0.440.